This data is from Catalyst prediction with 721,799 reactions and 888 catalyst types from USPTO. The task is: Predict which catalyst facilitates the given reaction. Reactant: Br[CH2:2][C:3]1[C:4]([F:11])=[C:5]([CH:8]=[CH:9][CH:10]=1)[C:6]#[N:7].[CH3:12][O-:13].[Na+]. Product: [F:11][C:4]1[C:3]([CH2:2][O:13][CH3:12])=[CH:10][CH:9]=[CH:8][C:5]=1[C:6]#[N:7]. The catalyst class is: 5.